This data is from Full USPTO retrosynthesis dataset with 1.9M reactions from patents (1976-2016). The task is: Predict the reactants needed to synthesize the given product. (1) Given the product [O:1]1[C:3]2([CH2:8][CH2:7][N:6]([C:9]3[CH:14]=[CH:13][C:12]([N:15]4[CH2:19][C@H:18]([CH2:20][NH:21][C:22](=[O:24])[CH3:23])[O:17][C:16]4=[O:25])=[CH:11][C:10]=3[F:26])[CH2:5][CH2:4]2)[CH2:30][S:31][CH2:2]1, predict the reactants needed to synthesize it. The reactants are: [O:1]1[C:3]2([CH2:8][CH2:7][N:6]([C:9]3[CH:14]=[CH:13][C:12]([N:15]4[CH2:19][C@H:18]([CH2:20][NH:21][C:22](=[O:24])[CH3:23])[O:17][C:16]4=[O:25])=[CH:11][C:10]=3[F:26])[CH2:5][CH2:4]2)[CH2:2]1.OCC[CH2:30][SH:31]. (2) Given the product [N+:16]([CH2:15][CH:6]1[CH2:5][CH2:4][N:3]([C:8]([O:10][C:11]([CH3:14])([CH3:13])[CH3:12])=[O:9])[C:2](=[O:1])[CH2:7]1)([O-:18])=[O:17], predict the reactants needed to synthesize it. The reactants are: [O:1]=[C:2]1[CH:7]=[CH:6][CH2:5][CH2:4][N:3]1[C:8]([O:10][C:11]([CH3:14])([CH3:13])[CH3:12])=[O:9].[CH3:15][N+:16]([O-:18])=[O:17].C1CCN2C(=NCCC2)CC1. (3) Given the product [Cl:10][C:11]1[C:16]([C:17]([N:62]2[CH2:61][CH2:60][N:59]([C:42](=[O:41])[CH2:43][NH:44][C:45]([C:47]3[CH:52]=[CH:51][C:50]([C:53]4[CH:58]=[CH:57][CH:56]=[CH:55][CH:54]=4)=[CH:49][CH:48]=3)=[O:46])[CH2:64][CH2:63]2)=[O:19])=[CH:15][CH:14]=[CH:13][N:12]=1, predict the reactants needed to synthesize it. The reactants are: CCN(C(C)C)C(C)C.[Cl:10][C:11]1[C:16]([C:17]([OH:19])=O)=[CH:15][CH:14]=[CH:13][N:12]=1.C1C=CC2N(O)N=NC=2C=1.CCN=C=NCCCN(C)C.[O:41]=[C:42]([N:59]1[CH2:64][CH2:63][NH:62][CH2:61][CH2:60]1)[CH2:43][NH:44][C:45]([C:47]1[CH:52]=[CH:51][C:50]([C:53]2[CH:58]=[CH:57][CH:56]=[CH:55][CH:54]=2)=[CH:49][CH:48]=1)=[O:46].